Dataset: Forward reaction prediction with 1.9M reactions from USPTO patents (1976-2016). Task: Predict the product of the given reaction. (1) Given the reactants [F:1][C:2]1[C:3](=O)[NH:4][C:5]2[C:10]([CH:11]=1)=[CH:9][CH:8]=[C:7]([O:12][CH3:13])[CH:6]=2.S(Cl)([Cl:17])=O, predict the reaction product. The product is: [Cl:17][C:3]1[C:2]([F:1])=[CH:11][C:10]2[C:5](=[CH:6][C:7]([O:12][CH3:13])=[CH:8][CH:9]=2)[N:4]=1. (2) Given the reactants [Cl:1][C:2]1[C:3]([N:8]2[CH2:13][CH2:12][NH:11][CH2:10][CH2:9]2)=[N:4][CH:5]=[CH:6][N:7]=1.[CH3:14][N:15]1[CH:19]=[C:18]([CH:20]=O)[CH:17]=[N:16]1.C(O[BH-](OC(=O)C)OC(=O)C)(=O)C.[Na+], predict the reaction product. The product is: [Cl:1][C:2]1[C:3]([N:8]2[CH2:9][CH2:10][N:11]([CH2:20][C:18]3[CH:17]=[N:16][N:15]([CH3:14])[CH:19]=3)[CH2:12][CH2:13]2)=[N:4][CH:5]=[CH:6][N:7]=1. (3) Given the reactants [F:1][CH:2]([F:26])[C:3]1[N:8]2[N:9]=[CH:10][C:11]([C:12](O)=[O:13])=[C:7]2[N:6]=[C:5]([C:15]2[CH:20]=[CH:19][C:18]([C:21]([F:24])([F:23])[F:22])=[C:17]([F:25])[CH:16]=2)[CH:4]=1.[NH2:27][C:28]1[CH:37]=[CH:36][C:31]([C:32]([NH:34]O)=[NH:33])=[CH:30][N:29]=1, predict the reaction product. The product is: [F:26][CH:2]([F:1])[C:3]1[N:8]2[N:9]=[CH:10][C:11]([C:12]3[O:13][N:34]=[C:32]([C:31]4[CH:36]=[CH:37][C:28]([NH2:27])=[N:29][CH:30]=4)[N:33]=3)=[C:7]2[N:6]=[C:5]([C:15]2[CH:20]=[CH:19][C:18]([C:21]([F:23])([F:22])[F:24])=[C:17]([F:25])[CH:16]=2)[CH:4]=1. (4) Given the reactants [NH2:1][C:2]([CH3:28])([CH3:27])[C:3]#[C:4][C:5]1[S:9][C:8]([C:10]2[CH:15]=[CH:14][N:13]=[C:12]([NH:16][CH:17]3[CH2:22][C:21]([CH3:24])([CH3:23])[NH:20][C:19]([CH3:26])([CH3:25])[CH2:18]3)[N:11]=2)=[CH:7][CH:6]=1, predict the reaction product. The product is: [NH2:1][C:2]([CH3:28])([CH3:27])[CH2:3][CH2:4][C:5]1[S:9][C:8]([C:10]2[CH:15]=[CH:14][N:13]=[C:12]([NH:16][CH:17]3[CH2:22][C:21]([CH3:24])([CH3:23])[NH:20][C:19]([CH3:26])([CH3:25])[CH2:18]3)[N:11]=2)=[CH:7][CH:6]=1. (5) Given the reactants F[C:2]1[CH:7]=[CH:6][C:5]([F:8])=[CH:4][C:3]=1[N+:9]([O-:11])=[O:10].[NH:12]1[CH2:17][CH2:16][CH:15]([C:18]([OH:20])=[O:19])[CH2:14][CH2:13]1.CN1C(=O)CCC1.Cl, predict the reaction product. The product is: [F:8][C:5]1[CH:6]=[CH:7][C:2]([N:12]2[CH2:17][CH2:16][CH:15]([C:18]([OH:20])=[O:19])[CH2:14][CH2:13]2)=[C:3]([N+:9]([O-:11])=[O:10])[CH:4]=1. (6) Given the reactants [F:1][C:2]1[CH:3]=[C:4]2[C:8](=[CH:9][C:10]=1[F:11])[NH:7][C:6]([C:12]([NH:14][C@@H:15]1[CH2:23][C:22]3[C:17](=[CH:18][CH:19]=[CH:20][CH:21]=3)[C@H:16]1[CH2:24][C:25]([O:27]C)=[O:26])=[O:13])=[CH:5]2.[OH-].[Na+], predict the reaction product. The product is: [F:1][C:2]1[CH:3]=[C:4]2[C:8](=[CH:9][C:10]=1[F:11])[NH:7][C:6]([C:12]([NH:14][C@@H:15]1[CH2:23][C:22]3[C:17](=[CH:18][CH:19]=[CH:20][CH:21]=3)[C@H:16]1[CH2:24][C:25]([OH:27])=[O:26])=[O:13])=[CH:5]2. (7) Given the reactants [NH2:1][C@H:2]1[CH2:6][N:5]([C:7]2[S:8][C:9](=[CH:13][C:14]3[CH:15]=[C:16]4[C:20](=[CH:21][CH:22]=3)[N:19]([CH2:23][C:24]3[CH:29]=[CH:28][C:27]([Cl:30])=[CH:26][C:25]=3[C:31]([F:34])([F:33])[F:32])[N:18]=[CH:17]4)[C:10](=[O:12])[N:11]=2)[C@@H:4]([CH2:35][OH:36])[CH2:3]1.[C:37](OC(=O)C)(=[O:39])[CH3:38], predict the reaction product. The product is: [Cl:30][C:27]1[CH:28]=[CH:29][C:24]([CH2:23][N:19]2[C:20]3[C:16](=[CH:15][C:14]([CH:13]=[C:9]4[S:8][C:7]([N:5]5[C@@H:4]([CH2:35][OH:36])[CH2:3][C@@H:2]([NH:1][C:37](=[O:39])[CH3:38])[CH2:6]5)=[N:11][C:10]4=[O:12])=[CH:22][CH:21]=3)[CH:17]=[N:18]2)=[C:25]([C:31]([F:34])([F:33])[F:32])[CH:26]=1. (8) Given the reactants [CH3:1][C:2]1[CH:7]=[C:6]([S:8][CH2:9][CH2:10][CH:11]([C:16]2[O:17][C:18]3[CH:25]=[C:24]([C:26]([F:29])([F:28])[F:27])[CH:23]=[CH:22][C:19]=3[C:20]=2[CH3:21])[CH2:12][CH2:13][CH2:14][CH3:15])[CH:5]=[CH:4][C:3]=1[O:30][CH2:31][C:32]([O:34]CC)=[O:33].[OH-].[Na+], predict the reaction product. The product is: [CH3:1][C:2]1[CH:7]=[C:6]([S:8][CH2:9][CH2:10][CH:11]([C:16]2[O:17][C:18]3[CH:25]=[C:24]([C:26]([F:28])([F:27])[F:29])[CH:23]=[CH:22][C:19]=3[C:20]=2[CH3:21])[CH2:12][CH2:13][CH2:14][CH3:15])[CH:5]=[CH:4][C:3]=1[O:30][CH2:31][C:32]([OH:34])=[O:33]. (9) Given the reactants [CH3:1][C:2]1[N:3]([CH:14]2[CH2:19][CH2:18][O:17][CH2:16][CH2:15]2)[C:4]([C:7]2[CH:12]=[CH:11][N:10]=[C:9]([NH2:13])[N:8]=2)=[CH:5][N:6]=1.Br[C:21]1[CH:33]=[CH:32][C:24]([CH2:25][N:26]2[CH2:31][CH2:30][O:29][CH2:28][CH2:27]2)=[CH:23][CH:22]=1.C([O-])([O-])=O.[Cs+].[Cs+].CC(C1C=C(C(C)C)C(C2C=CC=CC=2P(C2CCCCC2)C2CCCCC2)=C(C(C)C)C=1)C, predict the reaction product. The product is: [CH3:1][C:2]1[N:3]([CH:14]2[CH2:19][CH2:18][O:17][CH2:16][CH2:15]2)[C:4]([C:7]2[CH:12]=[CH:11][N:10]=[C:9]([NH:13][C:21]3[CH:22]=[CH:23][C:24]([CH2:25][N:26]4[CH2:31][CH2:30][O:29][CH2:28][CH2:27]4)=[CH:32][CH:33]=3)[N:8]=2)=[CH:5][N:6]=1.